From a dataset of Forward reaction prediction with 1.9M reactions from USPTO patents (1976-2016). Predict the product of the given reaction. (1) Given the reactants [Cl:1][C:2]1[CH:3]=[N:4][CH:5]=[C:6]([O:8][C:9]2[CH:14]=[CH:13][C:12]([NH2:15])=[CH:11][C:10]=2[C:16]([F:19])([F:18])[F:17])[CH:7]=1.[CH3:20][S:21][C:22]1[CH:27]=[CH:26][C:25]([S:28](Cl)(=[O:30])=[O:29])=[CH:24][CH:23]=1, predict the reaction product. The product is: [Cl:1][C:2]1[CH:3]=[N:4][CH:5]=[C:6]([O:8][C:9]2[CH:14]=[CH:13][C:12]([NH:15][S:28]([C:25]3[CH:24]=[CH:23][C:22]([S:21][CH3:20])=[CH:27][CH:26]=3)(=[O:29])=[O:30])=[CH:11][C:10]=2[C:16]([F:17])([F:19])[F:18])[CH:7]=1. (2) Given the reactants [Cl:1][C:2]1[C:7]2[N:8]=[C:9]([CH3:12])[N:10]([NH2:11])[C:6]=2[C:5]([CH3:13])=[C:4]([CH3:14])[N:3]=1.[C:15]1(=O)[CH2:20][CH2:19][CH2:18][CH2:17][CH2:16]1.C(O)(=O)C, predict the reaction product. The product is: [Cl:1][C:2]1[C:7]2[N:8]=[C:9]([CH3:12])[N:10]([N:11]=[C:15]3[CH2:20][CH2:19][CH2:18][CH2:17][CH2:16]3)[C:6]=2[C:5]([CH3:13])=[C:4]([CH3:14])[N:3]=1. (3) Given the reactants [Cl:1][C:2]1[C:18]([Cl:19])=[C:17]([CH2:20][CH2:21][C:22](=[O:39])[C:23]2[S:24][C:25]([C:28]3[CH:33]=[CH:32][C:31]([O:34][C:35]([F:38])([F:37])[F:36])=[CH:30][CH:29]=3)=[CH:26][CH:27]=2)[CH:16]=[CH:15][C:3]=1[O:4][C:5]([CH3:14])([CH3:13])[C:6]([O:8]C(C)(C)C)=[O:7].FC(F)(F)C(O)=O, predict the reaction product. The product is: [Cl:1][C:2]1[C:18]([Cl:19])=[C:17]([CH2:20][CH2:21][C:22](=[O:39])[C:23]2[S:24][C:25]([C:28]3[CH:29]=[CH:30][C:31]([O:34][C:35]([F:36])([F:37])[F:38])=[CH:32][CH:33]=3)=[CH:26][CH:27]=2)[CH:16]=[CH:15][C:3]=1[O:4][C:5]([CH3:14])([CH3:13])[C:6]([OH:8])=[O:7]. (4) Given the reactants Br[C:2]1[CH:3]=[C:4]([CH:10]=[CH:11][C:12]=1[F:13])[C:5]([O:7][CH2:8][CH3:9])=[O:6].[CH3:14][CH2:15]CC[Sn](C=C)(CCCC)CCCC.[F-].[K+], predict the reaction product. The product is: [F:13][C:12]1[CH:11]=[CH:10][C:4]([C:5]([O:7][CH2:8][CH3:9])=[O:6])=[CH:3][C:2]=1[CH:14]=[CH2:15]. (5) Given the reactants [F:1][C:2]([F:33])([F:32])[C:3]1[CH:4]=[C:5]([NH:9][C:10]([N:12]2[C:20]3[C:15](=[CH:16][C:17]([O:21][C:22]4[C:23]5[CH2:31][CH2:30][NH:29][CH2:28][C:24]=5[N:25]=[CH:26][N:27]=4)=[CH:18][CH:19]=3)[CH:14]=[CH:13]2)=[O:11])[CH:6]=[CH:7][CH:8]=1.CN(C(ON1N=NC2C=CC=NC1=2)=[N+](C)C)C.F[P-](F)(F)(F)(F)F.CCN(C(C)C)C(C)C.Cl.[CH2:68]([N:70]([CH2:76][CH3:77])[CH2:71][CH2:72][C:73](O)=[O:74])[CH3:69], predict the reaction product. The product is: [NH4+:9].[OH-:11].[F:33][C:2]([F:1])([F:32])[C:3]1[CH:4]=[C:5]([NH:9][C:10]([N:12]2[C:20]3[C:15](=[CH:16][C:17]([O:21][C:22]4[C:23]5[CH2:31][CH2:30][N:29]([C:73](=[O:74])[CH2:72][CH2:71][N:70]([CH2:76][CH3:77])[CH2:68][CH3:69])[CH2:28][C:24]=5[N:25]=[CH:26][N:27]=4)=[CH:18][CH:19]=3)[CH:14]=[CH:13]2)=[O:11])[CH:6]=[CH:7][CH:8]=1.